From a dataset of TCR-epitope binding with 47,182 pairs between 192 epitopes and 23,139 TCRs. Binary Classification. Given a T-cell receptor sequence (or CDR3 region) and an epitope sequence, predict whether binding occurs between them. The epitope is FIAGLIAIV. The TCR CDR3 sequence is CASSYSIGNEQFF. Result: 1 (the TCR binds to the epitope).